Dataset: Peptide-MHC class II binding affinity with 134,281 pairs from IEDB. Task: Regression. Given a peptide amino acid sequence and an MHC pseudo amino acid sequence, predict their binding affinity value. This is MHC class II binding data. The peptide sequence is IVQKRGIVKENIIDLT. The MHC is DRB3_0101 with pseudo-sequence DRB3_0101. The binding affinity (normalized) is 0.